This data is from Forward reaction prediction with 1.9M reactions from USPTO patents (1976-2016). The task is: Predict the product of the given reaction. (1) Given the reactants [Cl:1][C:2]1[CH:7]=[CH:6][C:5]([C@@H:8]2[O:14][CH2:13][CH2:12][N:11]([C:15]([O:17][C:18]([CH3:21])([CH3:20])[CH3:19])=[O:16])[CH2:10][C@H:9]2[CH:22]=O)=[CH:4][C:3]=1[F:24].[N:25]1[CH:30]=[CH:29][CH:28]=[CH:27][C:26]=1[NH2:31], predict the reaction product. The product is: [Cl:1][C:2]1[CH:7]=[CH:6][C:5]([C@@H:8]2[O:14][CH2:13][CH2:12][N:11]([C:15]([O:17][C:18]([CH3:20])([CH3:21])[CH3:19])=[O:16])[CH2:10][C@H:9]2[CH2:22][NH:31][C:26]2[CH:27]=[CH:28][CH:29]=[CH:30][N:25]=2)=[CH:4][C:3]=1[F:24]. (2) Given the reactants [Br:1][C:2]1[C:3](F)=[CH:4][C:5]([CH3:22])=[C:6]([C:8]2[C:9](=[O:21])[NH:10][C:11]3([CH2:18][CH2:17][N:16]([O:19][CH3:20])[CH2:15][CH2:14]3)[C:12]=2[OH:13])[CH:7]=1.BrC1C=C([F:36])C(C)=C(CC(O)=O)C=1, predict the reaction product. The product is: [Br:1][C:2]1[CH:3]=[C:4]([F:36])[C:5]([CH3:22])=[C:6]([C:8]2[C:9](=[O:21])[NH:10][C:11]3([CH2:14][CH2:15][N:16]([O:19][CH3:20])[CH2:17][CH2:18]3)[C:12]=2[OH:13])[CH:7]=1. (3) Given the reactants Br[C:2]1[C:10]2[O:9][C:8]([CH3:11])=[N:7][C:6]=2[C:5]([C:12]2[CH2:16][C:15]([C:21]3[CH:26]=[C:25]([Cl:27])[CH:24]=[C:23]([Cl:28])[CH:22]=3)([C:17]([F:20])([F:19])[F:18])[O:14][N:13]=2)=[CH:4][CH:3]=1.C(N(CC)CC)C.[CH3:36][OH:37].[C]=O.CN(C)[CH:42]=[O:43], predict the reaction product. The product is: [CH3:36][O:37][C:42]([C:2]1[C:10]2[O:9][C:8]([CH3:11])=[N:7][C:6]=2[C:5]([C:12]2[CH2:16][C:15]([C:21]3[CH:22]=[C:23]([Cl:28])[CH:24]=[C:25]([Cl:27])[CH:26]=3)([C:17]([F:19])([F:20])[F:18])[O:14][N:13]=2)=[CH:4][CH:3]=1)=[O:43]. (4) Given the reactants [CH3:1][O:2][C:3](=[O:24])[CH:4]=P(C1C=CC=CC=1)(C1C=CC=CC=1)C1C=CC=CC=1.[CH:25]([C:27]1[CH:28]=[C:29]([CH:34]=[C:35]([CH3:37])[CH:36]=1)[C:30]([NH:32][CH3:33])=[O:31])=O, predict the reaction product. The product is: [CH3:37][C:35]1[CH:36]=[C:27](/[CH:25]=[CH:4]/[C:3]([O:2][CH3:1])=[O:24])[CH:28]=[C:29]([C:30](=[O:31])[NH:32][CH3:33])[CH:34]=1. (5) Given the reactants [NH2:1][C:2]1[CH:3]=[C:4]([N:9]([CH3:23])[C:10]2[N:11]=[CH:12][C:13]3[N:18]=[C:17]([NH:19][C:20](=[O:22])[CH3:21])[S:16][C:14]=3[N:15]=2)[CH:5]=[CH:6][C:7]=1[F:8].[C:24]([C:26]([C:29]1[CH:30]=[C:31]([CH:35]=[CH:36][CH:37]=1)[C:32](O)=[O:33])([CH3:28])[CH3:27])#[N:25].F[P-](F)(F)(F)(F)F.N1(OC(N(C)C)=[N+](C)C)C2N=CC=CC=2N=N1.C(=O)([O-])O.[Na+], predict the reaction product. The product is: [C:20]([NH:19][C:17]1[S:16][C:14]2[N:15]=[C:10]([N:9]([CH3:23])[C:4]3[CH:5]=[CH:6][C:7]([F:8])=[C:2]([NH:1][C:32](=[O:33])[C:31]4[CH:35]=[CH:36][CH:37]=[C:29]([C:26]([C:24]#[N:25])([CH3:27])[CH3:28])[CH:30]=4)[CH:3]=3)[N:11]=[CH:12][C:13]=2[N:18]=1)(=[O:22])[CH3:21]. (6) Given the reactants C([O:5][C:6](=[O:39])[CH:7]([O:9][C:10]1[CH:15]=[CH:14][C:13]([C:16]2[CH:17]=[N:18][C:19]3[N:20]([C:22]([C:25]4([C:28]5[CH:29]=[C:30]6[C:35](=[CH:36][CH:37]=5)[N:34]=[CH:33][CH:32]=[CH:31]6)[CH2:27][CH2:26]4)=[CH:23][N:24]=3)[CH:21]=2)=[CH:12][C:11]=1[F:38])[CH3:8])(C)(C)C, predict the reaction product. The product is: [F:38][C:11]1[CH:12]=[C:13]([C:16]2[CH:17]=[N:18][C:19]3[N:20]([C:22]([C:25]4([C:28]5[CH:29]=[C:30]6[C:35](=[CH:36][CH:37]=5)[N:34]=[CH:33][CH:32]=[CH:31]6)[CH2:27][CH2:26]4)=[CH:23][N:24]=3)[CH:21]=2)[CH:14]=[CH:15][C:10]=1[O:9][CH:7]([CH3:8])[C:6]([OH:39])=[O:5]. (7) Given the reactants Cl.C(N=C=NCCCN(C)C)C.C(N(C(C)C)CC)(C)C.[Cl:22][C:23]1[CH:31]=[CH:30][C:26]([C:27]([OH:29])=O)=[CH:25][C:24]=1[O:32][CH3:33].O.ON1C2C=CC=CC=2N=N1.[NH2:45][CH2:46][CH:47]1[CH2:52][CH2:51][N:50]([C:53]([O:55][C:56]([CH3:59])([CH3:58])[CH3:57])=[O:54])[CH2:49][CH2:48]1, predict the reaction product. The product is: [Cl:22][C:23]1[CH:31]=[CH:30][C:26]([C:27]([NH:45][CH2:46][CH:47]2[CH2:52][CH2:51][N:50]([C:53]([O:55][C:56]([CH3:59])([CH3:58])[CH3:57])=[O:54])[CH2:49][CH2:48]2)=[O:29])=[CH:25][C:24]=1[O:32][CH3:33]. (8) Given the reactants S(=O)(=O)(O)O.[OH:6][C:7]1[CH:15]=[C:14]2[C:10]([CH:11]=[C:12]([C:16]([OH:18])=[O:17])[NH:13]2)=[CH:9][CH:8]=1.[OH-].[K+].[CH3:21]O, predict the reaction product. The product is: [OH:6][C:7]1[CH:15]=[C:14]2[C:10]([CH:11]=[C:12]([C:16]([O:18][CH3:21])=[O:17])[NH:13]2)=[CH:9][CH:8]=1. (9) The product is: [C:18]1([C:15]([N:12]2[CH2:13][CH2:14][C@H:10]([OH:9])[CH2:11]2)([CH3:17])[CH3:16])[CH:19]=[CH:20][CH:21]=[CH:22][CH:23]=1. Given the reactants C([O:9][C@H:10]1[CH2:14][CH2:13][N:12]([C:15]([C:18]2[CH:23]=[CH:22][CH:21]=[CH:20][CH:19]=2)([CH3:17])[CH3:16])[CH2:11]1)(=O)C1C=CC=CC=1.[OH-].[K+], predict the reaction product.